Dataset: TCR-epitope binding with 47,182 pairs between 192 epitopes and 23,139 TCRs. Task: Binary Classification. Given a T-cell receptor sequence (or CDR3 region) and an epitope sequence, predict whether binding occurs between them. Result: 0 (the TCR does not bind to the epitope). The epitope is TLIGDCATV. The TCR CDR3 sequence is CASSRGSGESDEQFF.